Dataset: Forward reaction prediction with 1.9M reactions from USPTO patents (1976-2016). Task: Predict the product of the given reaction. (1) Given the reactants [Cl:1][C:2]1[CH:19]=[CH:18][CH:17]=[CH:16][C:3]=1[C:4]([C:6]1[S:10][C:9]([N:11]=CN(C)C)=[N:8][CH:7]=1)=[O:5], predict the reaction product. The product is: [NH2:11][C:9]1[S:10][C:6]([C:4]([C:3]2[CH:16]=[CH:17][CH:18]=[CH:19][C:2]=2[Cl:1])=[O:5])=[CH:7][N:8]=1.[Cl:1][C:2]1[CH:19]=[CH:18][CH:17]=[CH:16][C:3]=1[C:4](=[O:5])[CH3:6]. (2) Given the reactants [CH2:1]([O:3][C:4](=[O:36])[CH2:5][C:6]([N:8]([CH2:28][CH2:29][N:30]1[CH2:34][CH2:33][CH2:32][C:31]1=[O:35])[C:9]1[C:10]([C:23]([O:25]CC)=O)=[N:11][CH:12]=[C:13]([CH2:15][C:16]2[CH:21]=[CH:20][C:19]([F:22])=[CH:18][CH:17]=2)[CH:14]=1)=[O:7])[CH3:2].C1CCN2C(=NCCC2)CC1, predict the reaction product. The product is: [F:22][C:19]1[CH:20]=[CH:21][C:16]([CH2:15][C:13]2[CH:14]=[C:9]3[C:10]([C:23]([OH:25])=[C:5]([C:4]([O:3][CH2:1][CH3:2])=[O:36])[C:6](=[O:7])[N:8]3[CH2:28][CH2:29][N:30]3[CH2:34][CH2:33][CH2:32][C:31]3=[O:35])=[N:11][CH:12]=2)=[CH:17][CH:18]=1. (3) Given the reactants NC1C=C(C=CC=1O)C(OC)=O.COC(OC)(OC)C.FC(F)(F)C(O)=O.[CH3:28][C:29]1[O:30][C:31]2[CH:37]=[CH:36][C:35]([C:38](OC)=[O:39])=[CH:34][C:32]=2[N:33]=1.[H-].[H-].[H-].[H-].[Li+].[Al+3], predict the reaction product. The product is: [CH3:28][C:29]1[O:30][C:31]2[CH:37]=[CH:36][C:35]([CH2:38][OH:39])=[CH:34][C:32]=2[N:33]=1. (4) Given the reactants O[CH:2]([C:28]1[C:33]([CH3:34])=[CH:32][C:31]([CH3:35])=[CH:30][C:29]=1[CH3:36])[CH2:3][N:4]1[C:13]2[C:8](=[CH:9][C:10]([O:14][CH2:15][C:16]#[CH:17])=[CH:11][CH:12]=2)[C:7]([C:18]2[CH:23]=[CH:22][C:21]([CH:24]([CH3:26])[CH3:25])=[CH:20][CH:19]=2)=[N:6][C:5]1=[O:27].FC(F)(F)S(OS(C(F)(F)F)(=O)=O)(=O)=O, predict the reaction product. The product is: [CH:24]([C:21]1[CH:22]=[CH:23][C:18]([C:7]2[C:8]3[C:13](=[CH:12][CH:11]=[C:10]([O:14][CH2:15][C:16]#[CH:17])[CH:9]=3)[N:4](/[CH:3]=[CH:2]/[C:28]3[C:29]([CH3:36])=[CH:30][C:31]([CH3:35])=[CH:32][C:33]=3[CH3:34])[C:5](=[O:27])[N:6]=2)=[CH:19][CH:20]=1)([CH3:25])[CH3:26]. (5) Given the reactants [C:1]([CH2:4][CH2:5][NH:6][CH2:7][CH2:8][NH:9][C@:10]12[CH2:44][CH2:43][C@@H:42]([C:45]([CH3:47])=[CH2:46])[C@@H:11]1[C@@H:12]1[C@@:25]([CH3:28])([CH2:26][CH2:27]2)[C@@:24]2([CH3:29])[C@@H:15]([C@:16]3([CH3:41])[C@@H:21]([CH2:22][CH2:23]2)[C:20]([CH3:31])([CH3:30])[C:19]([C:32]2[CH:40]=[CH:39][C:35]([C:36]([OH:38])=[O:37])=[CH:34][CH:33]=2)=[CH:18][CH2:17]3)[CH2:14][CH2:13]1)([OH:3])=O.[CH3:48][N:49](C)[C:50](=O)C=C, predict the reaction product. The product is: [CH3:48][N:49]([CH3:50])[C:1](=[O:3])[CH2:4][CH2:5][NH:6][CH2:7][CH2:8][NH:9][C@:10]12[CH2:44][CH2:43][C@@H:42]([C:45]([CH3:47])=[CH2:46])[C@@H:11]1[C@@H:12]1[C@@:25]([CH3:28])([CH2:26][CH2:27]2)[C@@:24]2([CH3:29])[C@@H:15]([C@:16]3([CH3:41])[C@@H:21]([CH2:22][CH2:23]2)[C:20]([CH3:31])([CH3:30])[C:19]([C:32]2[CH:40]=[CH:39][C:35]([C:36]([OH:38])=[O:37])=[CH:34][CH:33]=2)=[CH:18][CH2:17]3)[CH2:14][CH2:13]1. (6) Given the reactants CC([O:5][C:6]([N:8]1[CH2:13][CH2:12][N:11]([C:14]([O:16][C:17]([CH3:20])([CH3:19])[CH3:18])=[O:15])[CH2:10][C:9]1([CH2:28]O)[CH2:21][C:22]1[CH:27]=[CH:26][CH:25]=[CH:24][CH:23]=1)=[O:7])(C)C.[H-].[Na+].C(=O)([O-])O.[Na+], predict the reaction product. The product is: [O:5]=[C:6]1[N:8]2[CH2:13][CH2:12][N:11]([C:14]([O:16][C:17]([CH3:19])([CH3:20])[CH3:18])=[O:15])[CH2:10][C:9]2([CH2:21][C:22]2[CH:23]=[CH:24][CH:25]=[CH:26][CH:27]=2)[CH2:28][O:7]1. (7) Given the reactants C(OC([N:8]1[CH2:13][CH2:12][C:11]([CH2:26][CH2:27][CH3:28])([C:14]([C:16]2[CH:25]=[CH:24][C:23]3[C:18](=[CH:19][CH:20]=[CH:21][CH:22]=3)[N:17]=2)=[O:15])[CH2:10][CH2:9]1)=O)(C)(C)C.[ClH:29], predict the reaction product. The product is: [ClH:29].[CH2:26]([C:11]1([C:14]([C:16]2[CH:25]=[CH:24][C:23]3[C:18](=[CH:19][CH:20]=[CH:21][CH:22]=3)[N:17]=2)=[O:15])[CH2:12][CH2:13][NH:8][CH2:9][CH2:10]1)[CH2:27][CH3:28].